This data is from Reaction yield outcomes from USPTO patents with 853,638 reactions. The task is: Predict the reaction yield, written as a fraction of the theoretical maximum amount of product (1.0 means a 100% yield; for example, 0.34 means a 34% yield). (1) The reactants are [CH:1]1[C:10]2[CH:9]=[CH:8][CH:7]=[C:6]([C:11]([O:13][CH3:14])=[O:12])[C:5]=2[CH:4]=[CH:3][N:2]=1.C1C=C(Cl)C=C(C(OO)=[O:23])C=1.C(=O)(O)[O-].[Na+]. The catalyst is ClCCl. The product is [CH3:14][O:13][C:11]([C:6]1[CH:7]=[CH:8][CH:9]=[C:10]2[C:5]=1[CH:4]=[CH:3][N+:2]([O-:23])=[CH:1]2)=[O:12]. The yield is 0.635. (2) The reactants are [CH2:1]([N:8]([CH2:13][C:14]([OH:16])=O)[CH2:9][C:10]([OH:12])=O)[C:2]1[CH:7]=[CH:6][CH:5]=[CH:4][CH:3]=1.C(OC(=O)C)(=O)C.[CH:24]1[CH:29]=[CH:28][C:27]([CH2:30][CH2:31][NH2:32])=[CH:26][CH:25]=1.C(OC(C)C)(=O)C.C([O-])(=O)C.[Na+].C(=O)([O-])[O-].[K+].[K+]. The catalyst is O. The product is [CH2:1]([N:8]1[CH2:9][C:10](=[O:12])[N:32]([CH2:31][CH2:30][C:27]2[CH:28]=[CH:29][CH:24]=[CH:25][CH:26]=2)[C:14](=[O:16])[CH2:13]1)[C:2]1[CH:3]=[CH:4][CH:5]=[CH:6][CH:7]=1. The yield is 0.910. (3) The reactants are C(N(CC)CC)C.[CH3:8][S:9](Cl)(=[O:11])=[O:10].[Cl:13][C:14]1[CH:15]=[C:16]([C:20]2[O:24][N:23]=[C:22]([CH2:25][OH:26])[CH:21]=2)[CH:17]=[CH:18][CH:19]=1. The catalyst is ClCCl. The product is [Cl:13][C:14]1[CH:15]=[C:16]([C:20]2[O:24][N:23]=[C:22]([CH2:25][O:26][S:9]([CH3:8])(=[O:11])=[O:10])[CH:21]=2)[CH:17]=[CH:18][CH:19]=1. The yield is 1.00.